Dataset: Forward reaction prediction with 1.9M reactions from USPTO patents (1976-2016). Task: Predict the product of the given reaction. (1) Given the reactants [O:1]1[CH2:6][CH2:5][CH2:4][CH2:3][CH:2]1[N:7]1[C:15]2[C:10](=[CH:11][C:12]([C:16]3[N:20]=[CH:19][N:18]([C:21]([C:34]4[CH:39]=[CH:38][CH:37]=[CH:36][CH:35]=4)([C:28]4[CH:33]=[CH:32][CH:31]=[CH:30][CH:29]=4)[C:22]4[CH:27]=[CH:26][CH:25]=[CH:24][CH:23]=4)[N:17]=3)=[CH:13][CH:14]=2)[C:9]([C:40]2[CH:41]=[C:42]([NH2:46])[CH:43]=[CH:44][CH:45]=2)=[N:8]1.[NH:47]1[C:55]2[C:50](=[CH:51][CH:52]=[CH:53][CH:54]=2)[C:49]([C:56](=[O:60])[C:57](Cl)=[O:58])=[CH:48]1.C(N(CC)CC)C, predict the reaction product. The product is: [NH:47]1[C:55]2[C:50](=[CH:51][CH:52]=[CH:53][CH:54]=2)[C:49]([C:56](=[O:60])[C:57]([NH:46][C:42]2[CH:43]=[CH:44][CH:45]=[C:40]([C:9]3[C:10]4[C:15](=[CH:14][CH:13]=[C:12]([C:16]5[N:20]=[CH:19][N:18]([C:21]([C:28]6[CH:33]=[CH:32][CH:31]=[CH:30][CH:29]=6)([C:22]6[CH:27]=[CH:26][CH:25]=[CH:24][CH:23]=6)[C:34]6[CH:35]=[CH:36][CH:37]=[CH:38][CH:39]=6)[N:17]=5)[CH:11]=4)[N:7]([CH:2]4[CH2:3][CH2:4][CH2:5][CH2:6][O:1]4)[N:8]=3)[CH:41]=2)=[O:58])=[CH:48]1. (2) Given the reactants FC(F)(F)C(O)=O.[C:8]1([C:14]2[CH:26]=[CH:25][C:17]([C:18]([O:20]C(C)(C)C)=[O:19])=[C:16]([NH:27][C:28]([C:30]3[CH:35]=[C:34]([C:36]4[CH:41]=[CH:40][CH:39]=[CH:38][CH:37]=4)[CH:33]=[CH:32][N:31]=3)=[O:29])[CH:15]=2)[CH:13]=[CH:12][CH:11]=[CH:10][CH:9]=1, predict the reaction product. The product is: [C:8]1([C:14]2[CH:26]=[CH:25][C:17]([C:18]([OH:20])=[O:19])=[C:16]([NH:27][C:28]([C:30]3[CH:35]=[C:34]([C:36]4[CH:37]=[CH:38][CH:39]=[CH:40][CH:41]=4)[CH:33]=[CH:32][N:31]=3)=[O:29])[CH:15]=2)[CH:13]=[CH:12][CH:11]=[CH:10][CH:9]=1. (3) Given the reactants [OH:1][C:2]1[C:7]([CH:8]([CH3:10])[CH3:9])=[CH:6][C:5]([CH2:11][CH2:12][CH2:13][C:14]([OH:16])=O)=[CH:4][C:3]=1[CH:17]([CH3:19])[CH3:18].F[P-](F)(F)(F)(F)F.N1([PH+](N2CCCC2)N2CCCC2)CCCC1.[Cl-].[CH3:44][O:45][C:46]([C:48]1[CH:53]=[CH:52][C:51]([N:54]=[N:55][C:56]2[CH:61]=[CH:60][C:59]([CH2:62][NH3+:63])=[CH:58][CH:57]=2)=[CH:50][CH:49]=1)=[O:47].C(N(CC)CC)C, predict the reaction product. The product is: [OH:1][C:2]1[C:3]([CH:17]([CH3:19])[CH3:18])=[CH:4][C:5]([CH2:11][CH2:12][CH2:13][C:14]([NH:63][CH2:62][C:59]2[CH:58]=[CH:57][C:56](/[N:55]=[N:54]/[C:51]3[CH:52]=[CH:53][C:48]([C:46]([O:45][CH3:44])=[O:47])=[CH:49][CH:50]=3)=[CH:61][CH:60]=2)=[O:16])=[CH:6][C:7]=1[CH:8]([CH3:9])[CH3:10].